Dataset: NCI-60 drug combinations with 297,098 pairs across 59 cell lines. Task: Regression. Given two drug SMILES strings and cell line genomic features, predict the synergy score measuring deviation from expected non-interaction effect. (1) Drug 1: CN(C)C1=NC(=NC(=N1)N(C)C)N(C)C. Cell line: HCT116. Drug 2: CC1C(C(CC(O1)OC2CC(CC3=C2C(=C4C(=C3O)C(=O)C5=CC=CC=C5C4=O)O)(C(=O)C)O)N)O. Synergy scores: CSS=32.9, Synergy_ZIP=0.0828, Synergy_Bliss=-2.05, Synergy_Loewe=-38.1, Synergy_HSA=-3.37. (2) Drug 1: C1=NC(=NC(=O)N1C2C(C(C(O2)CO)O)O)N. Drug 2: C1CN1C2=NC(=NC(=N2)N3CC3)N4CC4. Cell line: 786-0. Synergy scores: CSS=42.5, Synergy_ZIP=-1.63, Synergy_Bliss=1.48, Synergy_Loewe=-6.86, Synergy_HSA=4.23.